From a dataset of Full USPTO retrosynthesis dataset with 1.9M reactions from patents (1976-2016). Predict the reactants needed to synthesize the given product. Given the product [CH3:40][S:37]([CH2:36][CH2:35][N:29]1[CH2:28][CH2:27][C:26]2[CH:32]=[CH:33][C:23]([NH:22][C:20]3[N:21]=[C:14]4[C:13]([C:4]5[CH:5]=[C:6]([C:9]([F:11])([F:10])[F:12])[CH:7]=[CH:8][C:3]=5[O:2][CH3:1])=[CH:18][CH:17]=[CH:16][N:15]4[N:19]=3)=[CH:24][C:25]=2[CH2:31][CH2:30]1)(=[O:39])=[O:38], predict the reactants needed to synthesize it. The reactants are: [CH3:1][O:2][C:3]1[CH:8]=[CH:7][C:6]([C:9]([F:12])([F:11])[F:10])=[CH:5][C:4]=1[C:13]1[C:14]2[N:15]([N:19]=[C:20]([NH:22][C:23]3[CH:33]=[CH:32][C:26]4[CH2:27][CH2:28][NH:29][CH2:30][CH2:31][C:25]=4[CH:24]=3)[N:21]=2)[CH:16]=[CH:17][CH:18]=1.Cl[CH2:35][CH2:36][S:37]([CH3:40])(=[O:39])=[O:38].